Dataset: Full USPTO retrosynthesis dataset with 1.9M reactions from patents (1976-2016). Task: Predict the reactants needed to synthesize the given product. (1) Given the product [NH2:46][C:43]1[CH:42]=[CH:41][C:40]([C:37]2[S:36][C:35]([C:32]([NH:31][S:28]([C:27]([F:26])([F:49])[F:50])(=[O:30])=[O:29])([CH3:33])[CH3:34])=[N:39][CH:38]=2)=[CH:45][CH:44]=1, predict the reactants needed to synthesize it. The reactants are: CC1OC(CC2CCC(C3SC(C4C=CC(N)=CC=4)=CN=3)CC2)=NN=1.[F:26][C:27]([F:50])([F:49])[S:28]([NH:31][C:32]([C:35]1[S:36][C:37]([C:40]2[CH:45]=[CH:44][C:43]([N+:46]([O-])=O)=[CH:42][CH:41]=2)=[CH:38][N:39]=1)([CH3:34])[CH3:33])(=[O:30])=[O:29]. (2) Given the product [Cl:1][C:2]1[CH:3]=[C:4]([C:8]2[N:16]=[C:15]([C:17]#[N:18])[N:14]=[C:13]3[C:9]=2[N:10]([CH2:29][C@H:30]2[CH2:31][CH2:32][C@H:33]([CH3:36])[CH2:34][CH2:35]2)[C:11]([C:19]([C:22]2[CH:27]=[CH:26][CH:25]=[CH:24][C:23]=2[F:28])([O:21][CH3:39])[CH3:20])=[N:12]3)[CH:5]=[N:6][CH:7]=1, predict the reactants needed to synthesize it. The reactants are: [Cl:1][C:2]1[CH:3]=[C:4]([C:8]2[N:16]=[C:15]([C:17]#[N:18])[N:14]=[C:13]3[C:9]=2[N:10]([CH2:29][C@H:30]2[CH2:35][CH2:34][C@H:33]([CH3:36])[CH2:32][CH2:31]2)[C:11]([C:19]([C:22]2[CH:27]=[CH:26][CH:25]=[CH:24][C:23]=2[F:28])([OH:21])[CH3:20])=[N:12]3)[CH:5]=[N:6][CH:7]=1.CI.[CH3:39][Si]([N-][Si](C)(C)C)(C)C.[Na+]. (3) Given the product [F:17][C:18]1[CH:19]=[CH:20][C:21]([C:22]2([CH2:24][CH2:25][CH2:26][C:27]([OH:29])=[O:28])[O:33][CH2:6][CH2:16][O:23]2)=[CH:30][CH:31]=1, predict the reactants needed to synthesize it. The reactants are: S(=O)(=O)(O)O.[C:6]1([CH3:16])C=CC(S(O)(=O)=O)=CC=1.[F:17][C:18]1[CH:31]=[CH:30][C:21]([C:22]([CH2:24][CH2:25][CH2:26][C:27]([OH:29])=[O:28])=[O:23])=[CH:20][CH:19]=1.C([O-])(O)=[O:33].[Na+].[OH-].[K+]. (4) Given the product [CH2:21]([O:28][C:29]([NH:1][CH:2]1[CH:7]([OH:8])[CH2:6][CH2:5][CH:4]([C:9]([O:11][CH2:12][CH3:13])=[O:10])[CH2:3]1)=[O:30])[C:22]1[CH:27]=[CH:26][CH:25]=[CH:24][CH:23]=1, predict the reactants needed to synthesize it. The reactants are: [NH2:1][CH:2]1[CH:7]([OH:8])[CH2:6][CH2:5][CH:4]([C:9]([O:11][CH2:12][CH3:13])=[O:10])[CH2:3]1.C(N(CC)CC)C.[CH2:21]([O:28][C:29](ON1C(=O)CCC1=O)=[O:30])[C:22]1[CH:27]=[CH:26][CH:25]=[CH:24][CH:23]=1. (5) Given the product [C:36]([O:39][C:40](=[O:41])[NH:42][CH:43]([C:52](=[O:53])[NH:1][CH2:2][CH2:3][CH2:4][O:5][C:6]1[CH:11]=[CH:10][C:9]([Cl:12])=[CH:8][C:7]=1[NH:13][C:14]([NH:16][C:17]1[CH:22]=[CH:21][C:20]([C:23]#[N:24])=[CH:19][N:18]=1)=[O:15])[CH2:44][C:45]1[CH:46]=[CH:47][C:48]([Cl:51])=[CH:49][CH:50]=1)([CH3:35])([CH3:38])[CH3:37], predict the reactants needed to synthesize it. The reactants are: [NH2:1][CH2:2][CH2:3][CH2:4][O:5][C:6]1[CH:11]=[CH:10][C:9]([Cl:12])=[CH:8][C:7]=1[NH:13][C:14]([NH:16][C:17]1[CH:22]=[CH:21][C:20]([C:23]#[N:24])=[CH:19][N:18]=1)=[O:15].Cl.C(N(C(C)C)CC)(C)C.[CH3:35][C:36]([O:39][C:40]([NH:42][C@H:43]([C:52](O)=[O:53])[CH2:44][C:45]1[CH:50]=[CH:49][C:48]([Cl:51])=[CH:47][CH:46]=1)=[O:41])([CH3:38])[CH3:37].ON1C2C=CC=CC=2N=N1.Cl.CN(C)CCCN=C=NCC. (6) Given the product [Cl:12][C:13]1[CH:18]=[CH:17][C:16]([C:2]2[C:7]([C:8]([O:10][CH3:11])=[O:9])=[CH:6][N:5]=[CH:4][CH:3]=2)=[C:15]([F:22])[CH:14]=1, predict the reactants needed to synthesize it. The reactants are: Cl[C:2]1[C:7]([C:8]([O:10][CH3:11])=[O:9])=[CH:6][N:5]=[CH:4][CH:3]=1.[Cl:12][C:13]1[CH:18]=[CH:17][C:16](B(O)O)=[C:15]([F:22])[CH:14]=1.C(=O)([O-])[O-].[Cs+].[Cs+]. (7) Given the product [C:20]1([O:19][C:17](=[O:18])[NH:8][C:3]2[C:2]([CH3:1])=[C:6]([CH3:7])[O:5][N:4]=2)[CH:25]=[CH:24][CH:23]=[CH:22][CH:21]=1, predict the reactants needed to synthesize it. The reactants are: [CH3:1][C:2]1[C:3]([NH2:8])=[N:4][O:5][C:6]=1[CH3:7].C(N(CC)CC)C.Cl[C:17]([O:19][C:20]1[CH:25]=[CH:24][CH:23]=[CH:22][CH:21]=1)=[O:18]. (8) Given the product [I:6][C:7]1[CH:8]=[C:9]([CH:12]=[CH:13][CH:14]=1)[CH2:10][N:1]1[CH2:5][CH2:4][CH2:3][CH2:2]1, predict the reactants needed to synthesize it. The reactants are: [NH:1]1[CH2:5][CH2:4][CH2:3][CH2:2]1.[I:6][C:7]1[CH:8]=[C:9]([CH:12]=[CH:13][CH:14]=1)[CH:10]=O.[BH4-].[Na+]. (9) Given the product [O:27]=[C:13]([CH2:14][CH2:15][CH2:16][CH2:17][CH2:18][C:19]([CH3:26])([CH3:25])[C:20]([OH:22])=[O:21])[CH2:12][CH2:11][CH2:10][CH2:9][CH2:8][C:7]([CH3:29])([CH3:28])[C:6]([OH:30])=[O:5], predict the reactants needed to synthesize it. The reactants are: [OH-].[K+].C([O:5][C:6](=[O:30])[C:7]([CH3:29])([CH3:28])[CH2:8][CH2:9][CH2:10][CH2:11][CH2:12][C:13](=[O:27])[CH2:14][CH2:15][CH2:16][CH2:17][CH2:18][C:19]([CH3:26])([CH3:25])[C:20]([O:22]CC)=[O:21])C. (10) Given the product [CH3:31][O:32][C:33]1[CH:34]=[C:35]([NH:36][C:2]2[C:3]3[NH:21][N:20]=[CH:19][C:4]=3[N:5]=[C:6]([C:8]3[CH:13]=[CH:12][CH:11]=[C:10]([O:14][C:15]([F:17])([F:16])[F:18])[CH:9]=3)[N:7]=2)[CH:37]=[CH:38][C:39]=1[O:40][CH3:41], predict the reactants needed to synthesize it. The reactants are: Cl[C:2]1[C:3]2[C:4](=[CH:19][N:20](CC3C=CC(OC)=CC=3)[N:21]=2)[N:5]=[C:6]([C:8]2[CH:13]=[CH:12][CH:11]=[C:10]([O:14][C:15]([F:18])([F:17])[F:16])[CH:9]=2)[N:7]=1.[CH3:31][O:32][C:33]1[CH:34]=[C:35]([CH:37]=[CH:38][C:39]=1[O:40][CH3:41])[NH2:36].Cl.